Dataset: NCI-60 drug combinations with 297,098 pairs across 59 cell lines. Task: Regression. Given two drug SMILES strings and cell line genomic features, predict the synergy score measuring deviation from expected non-interaction effect. (1) Drug 1: CC(C1=C(C=CC(=C1Cl)F)Cl)OC2=C(N=CC(=C2)C3=CN(N=C3)C4CCNCC4)N. Drug 2: CC12CCC3C(C1CCC2O)C(CC4=C3C=CC(=C4)O)CCCCCCCCCS(=O)CCCC(C(F)(F)F)(F)F. Cell line: MDA-MB-435. Synergy scores: CSS=12.0, Synergy_ZIP=-3.81, Synergy_Bliss=7.13, Synergy_Loewe=4.66, Synergy_HSA=3.90. (2) Drug 1: CC12CCC(CC1=CCC3C2CCC4(C3CC=C4C5=CN=CC=C5)C)O. Drug 2: CC1C(C(CC(O1)OC2CC(CC3=C2C(=C4C(=C3O)C(=O)C5=C(C4=O)C(=CC=C5)OC)O)(C(=O)CO)O)N)O.Cl. Cell line: MCF7. Synergy scores: CSS=38.3, Synergy_ZIP=0.113, Synergy_Bliss=-0.881, Synergy_Loewe=-13.5, Synergy_HSA=0.889. (3) Synergy scores: CSS=-0.288, Synergy_ZIP=-0.483, Synergy_Bliss=-0.182, Synergy_Loewe=-3.90, Synergy_HSA=-2.30. Drug 2: C1CC(=O)NC(=O)C1N2C(=O)C3=CC=CC=C3C2=O. Cell line: OVCAR-4. Drug 1: CS(=O)(=O)OCCCCOS(=O)(=O)C.